From a dataset of Catalyst prediction with 721,799 reactions and 888 catalyst types from USPTO. Predict which catalyst facilitates the given reaction. (1) Reactant: [CH2:1]([N:8]1[C:17]2[C:12](=[CH:13][CH:14]=[CH:15][CH:16]=2)[N:11]=[C:10]([C:18]([O:20]CC)=[O:19])[C:9]1=[O:23])[C:2]1[CH:7]=[CH:6][CH:5]=[CH:4][CH:3]=1.[OH-].[Na+].Cl. Product: [CH2:1]([N:8]1[C:17]2[C:12](=[CH:13][CH:14]=[CH:15][CH:16]=2)[N:11]=[C:10]([C:18]([OH:20])=[O:19])[C:9]1=[O:23])[C:2]1[CH:3]=[CH:4][CH:5]=[CH:6][CH:7]=1. The catalyst class is: 8. (2) Reactant: C([O-])(=O)C.[Na+].[CH3:6][O:7][CH2:8][C:9]1[N:10]=[C:11]([CH2:31][CH2:32][CH3:33])[N:12]([CH2:16][C:17]2[CH:22]=[CH:21][C:20]([C:23]3[C:24]([C:29]#[N:30])=[CH:25][CH:26]=[CH:27][CH:28]=3)=[CH:19][CH:18]=2)[C:13](=[O:15])[CH:14]=1.[Br:34]Br. Product: [Br:34][C:14]1[C:13](=[O:15])[N:12]([CH2:16][C:17]2[CH:22]=[CH:21][C:20]([C:23]3[C:24]([C:29]#[N:30])=[CH:25][CH:26]=[CH:27][CH:28]=3)=[CH:19][CH:18]=2)[C:11]([CH2:31][CH2:32][CH3:33])=[N:10][C:9]=1[CH2:8][O:7][CH3:6]. The catalyst class is: 15. (3) Reactant: [CH3:1][N:2]([CH3:10])[C:3]1[CH:4]=[C:5]([OH:9])[CH:6]=[CH:7][CH:8]=1.C([O-])([O-])=O.[K+].[K+].I[CH:18]([CH3:20])[CH3:19]. Product: [CH:18]([O:9][C:5]1[CH:4]=[C:3]([CH:8]=[CH:7][CH:6]=1)[N:2]([CH3:10])[CH3:1])([CH3:20])[CH3:19]. The catalyst class is: 21. (4) Reactant: Cl.[C:2]([NH:5][C:6]1[CH:7]=[C:8]([C:12]2[CH2:13][CH2:14][N:15](C(OC(C)(C)C)=O)[CH2:16][CH:17]=2)[CH:9]=[CH:10][CH:11]=1)(=[O:4])[CH3:3]. Product: [NH:15]1[CH2:14][CH:13]=[C:12]([C:8]2[CH:7]=[C:6]([NH:5][C:2](=[O:4])[CH3:3])[CH:11]=[CH:10][CH:9]=2)[CH2:17][CH2:16]1. The catalyst class is: 346. (5) Reactant: Br[CH2:2][C:3]([C:5]1[CH:10]=[CH:9][C:8]([S:11]([CH3:14])(=[O:13])=[O:12])=[CH:7][CH:6]=1)=[O:4].[C:15]([O-:18])(=[O:17])[CH3:16].[Na+]. Product: [C:15]([O:18][CH2:2][C:3]([C:5]1[CH:10]=[CH:9][C:8]([S:11]([CH3:14])(=[O:13])=[O:12])=[CH:7][CH:6]=1)=[O:4])(=[O:17])[CH3:16]. The catalyst class is: 3. (6) Reactant: [F:1][C:2]1[CH:9]=[CH:8][C:5]([CH:6]=O)=[CH:4][CH:3]=1.S([O-])([O-])(=O)=O.[Na+].[Na+].[NH2:17][C:18]1[CH:26]=[CH:25][CH:24]=[C:23]2[C:19]=1[CH2:20][O:21][C:22]2=[O:27]. Product: [F:1][C:2]1[CH:9]=[CH:8][C:5](/[CH:6]=[N:17]/[C:18]2[CH:26]=[CH:25][CH:24]=[C:23]3[C:19]=2[CH2:20][O:21][C:22]3=[O:27])=[CH:4][CH:3]=1. The catalyst class is: 4. (7) Reactant: [F:1][C:2]1[CH:7]=[C:6]([C:8]2[C:16]([C:17]3[CH:22]=[CH:21][N:20]=[C:19](SC)[N:18]=3)=[C:11]3[CH:12]=[CH:13][CH:14]=[CH:15][N:10]3[N:9]=2)[CH:5]=[CH:4][N:3]=1.ClC1C=C(C=CC=1)C(OO)=O.[CH:36]([NH2:39])([CH3:38])[CH3:37]. Product: [F:1][C:2]1[CH:7]=[C:6]([C:8]2[C:16]([C:17]3[CH:22]=[CH:21][N:20]=[C:19]([NH:39][CH:36]([CH3:38])[CH3:37])[N:18]=3)=[C:11]3[CH:12]=[CH:13][CH:14]=[CH:15][N:10]3[N:9]=2)[CH:5]=[CH:4][N:3]=1. The catalyst class is: 4.